The task is: Predict the product of the given reaction.. This data is from Forward reaction prediction with 1.9M reactions from USPTO patents (1976-2016). (1) Given the reactants [CH:1]1([CH2:6][CH:7]([C:11]2[CH:16]=[CH:15][C:14]([S:17]([CH3:20])(=[O:19])=[O:18])=[C:13]([C:21]([F:24])([F:23])[F:22])[CH:12]=2)[C:8](O)=[O:9])[CH2:5][CH2:4][CH2:3][CH2:2]1.C1(P(C2C=CC=CC=2)C2C=CC=CC=2)C=CC=CC=1.BrN1C(=O)CCC1=O.[NH2:52][C:53]1[CH:58]=[CH:57][C:56]([Br:59])=[CH:55][N:54]=1, predict the reaction product. The product is: [Br:59][C:56]1[CH:57]=[CH:58][C:53]([NH:52][C:8](=[O:9])[CH:7]([C:11]2[CH:16]=[CH:15][C:14]([S:17]([CH3:20])(=[O:18])=[O:19])=[C:13]([C:21]([F:23])([F:22])[F:24])[CH:12]=2)[CH2:6][CH:1]2[CH2:2][CH2:3][CH2:4][CH2:5]2)=[N:54][CH:55]=1. (2) Given the reactants Cl[CH2:2][C:3]1[S:4][C:5]2[C:10]([N:11]=1)=[CH:9][CH:8]=[CH:7][N:6]=2.[NH:12]1[CH2:17][CH2:16][CH:15]([C:18]2[CH:23]=[CH:22][CH:21]=[CH:20][N:19]=2)[CH2:14][CH2:13]1.CCN(C(C)C)C(C)C, predict the reaction product. The product is: [N:19]1[CH:20]=[CH:21][CH:22]=[CH:23][C:18]=1[CH:15]1[CH2:16][CH2:17][N:12]([CH2:2][C:3]2[S:4][C:5]3[C:10]([N:11]=2)=[CH:9][CH:8]=[CH:7][N:6]=3)[CH2:13][CH2:14]1. (3) Given the reactants [CH3:1][S:2]([C:5]1[CH:32]=[CH:31][C:8]([CH2:9][NH:10][C:11]([C:13]2[C:18](=[O:19])[C:17]([C:20]3[CH:25]=[CH:24][CH:23]=[C:22]([C:26]([F:29])([F:28])[F:27])[CH:21]=3)=[C:16]([CH3:30])[NH:15][CH:14]=2)=[O:12])=[CH:7][CH:6]=1)(=[O:4])=[O:3].C([O-])([O-])=O.[K+].[K+].I[CH2:40][CH3:41], predict the reaction product. The product is: [CH3:1][S:2]([C:5]1[CH:6]=[CH:7][C:8]([CH2:9][NH:10][C:11]([C:13]2[C:18](=[O:19])[C:17]([C:20]3[CH:25]=[CH:24][CH:23]=[C:22]([C:26]([F:28])([F:27])[F:29])[CH:21]=3)=[C:16]([CH3:30])[N:15]([CH2:40][CH3:41])[CH:14]=2)=[O:12])=[CH:31][CH:32]=1)(=[O:4])=[O:3]. (4) Given the reactants [C:1]([O:5][C:6](=[O:20])[NH:7][C:8]1[S:9][C:10]2[CH:16]=[C:15]([CH2:17]Br)[CH:14]=[C:13]([Br:19])[C:11]=2[N:12]=1)([CH3:4])([CH3:3])[CH3:2].[NH:21]1[CH:25]=[CH:24][CH:23]=[N:22]1, predict the reaction product. The product is: [C:1]([O:5][C:6](=[O:20])[NH:7][C:8]1[S:9][C:10]2[CH:16]=[C:15]([CH2:17][N:21]3[CH:25]=[CH:24][CH:23]=[N:22]3)[CH:14]=[C:13]([Br:19])[C:11]=2[N:12]=1)([CH3:4])([CH3:3])[CH3:2]. (5) Given the reactants C([O:3][C:4](=[O:27])[C@@H:5]([O:25][CH3:26])[CH2:6][C:7]1[CH:12]=[CH:11][C:10]([O:13][CH2:14][CH2:15][CH2:16][O:17][C:18]2[CH:23]=[CH:22][C:21](I)=[CH:20][CH:19]=2)=[CH:9][CH:8]=1)C.[N:28]1[CH:33]=[CH:32][C:31](B(O)O)=[CH:30][CH:29]=1, predict the reaction product. The product is: [CH3:26][O:25][C@@H:5]([CH2:6][C:7]1[CH:8]=[CH:9][C:10]([O:13][CH2:14][CH2:15][CH2:16][O:17][C:18]2[CH:19]=[CH:20][C:21]([C:31]3[CH:32]=[CH:33][N:28]=[CH:29][CH:30]=3)=[CH:22][CH:23]=2)=[CH:11][CH:12]=1)[C:4]([OH:3])=[O:27]. (6) Given the reactants [CH2:1]([SH:3])[CH3:2].[H-].[Na+].CS(O[C:11]1[CH:16]=[CH:15][CH:14]=[C:13]([C:17]2[S:18][C:19]3[CH:27]=[CH:26][CH:25]=[CH:24][C:20]=3[C:21](=[O:23])[N:22]=2)[N:12]=1)(=O)=O.[C:28](OCC)(=O)C, predict the reaction product. The product is: [CH2:1]([S:3][CH2:28][C:11]1[N:12]=[C:13]([C:17]2[S:18][C:19]3[CH:27]=[CH:26][CH:25]=[CH:24][C:20]=3[C:21](=[O:23])[N:22]=2)[CH:14]=[CH:15][CH:16]=1)[CH3:2]. (7) The product is: [Cl:7][C:8]1[CH:9]=[C:1]([CH:14]=[CH:15][C:16]=1[O:17][CH2:18][CH:19]1[CH2:21][CH2:20]1)[C:2]([Cl:4])=[O:3]. Given the reactants [C:1](Cl)(=O)[C:2]([Cl:4])=[O:3].[Cl:7][C:8]1[CH:9]=C([CH:14]=[CH:15][C:16]=1[O:17][CH2:18][CH:19]1[CH2:21][CH2:20]1)C(O)=O.CN(C)C=O, predict the reaction product.